This data is from Forward reaction prediction with 1.9M reactions from USPTO patents (1976-2016). The task is: Predict the product of the given reaction. (1) Given the reactants NC1C=CNN=1.O/[CH:8]=[C:9]1\[C:10](=[O:18])[NH:11][C:12]2[C:17]\1=[CH:16][CH:15]=[CH:14][CH:13]=2.[Br:19][C:20]1[C:21]([NH2:25])=[N:22][NH:23][CH:24]=1, predict the reaction product. The product is: [Br:19][C:20]1[C:21]([NH:25][CH:8]=[C:9]2[C:17]3[C:12](=[CH:13][CH:14]=[CH:15][CH:16]=3)[NH:11][C:10]2=[O:18])=[N:22][NH:23][CH:24]=1. (2) Given the reactants [C:1]([O:4][C@H:5]1[C@H:10]2[C@@H:11](I)[C@H:7]([C@@H:8]([C:21]([O:23][CH3:24])=[O:22])[N:9]2[C@@H:13]([C:15]2[CH:20]=[CH:19][CH:18]=[CH:17][CH:16]=2)[CH3:14])[CH2:6]1)(=[O:3])[CH3:2].C(N(CC)CC)C.[H][H], predict the reaction product. The product is: [C:1]([O:4][C@H:5]1[C@H:10]2[CH2:11][C@H:7]([C@@H:8]([C:21]([O:23][CH3:24])=[O:22])[N:9]2[C@@H:13]([C:15]2[CH:20]=[CH:19][CH:18]=[CH:17][CH:16]=2)[CH3:14])[CH2:6]1)(=[O:3])[CH3:2]. (3) Given the reactants [NH:1]([C:12]([O:14][C:15]([CH3:18])([CH3:17])[CH3:16])=[O:13])[C@H:2]([C:9](O)=[O:10])[CH:3]1[CH2:8][CH2:7][CH2:6][CH2:5][CH2:4]1.Cl.CN.[CH3:22][N:23](C(ON1N=NC2C=CC=NC1=2)=[N+](C)C)C.F[P-](F)(F)(F)(F)F, predict the reaction product. The product is: [C:15]([O:14][C:12](=[O:13])[NH:1][C@@H:2]([CH:3]1[CH2:8][CH2:7][CH2:6][CH2:5][CH2:4]1)[C:9](=[O:10])[NH:23][CH3:22])([CH3:18])([CH3:17])[CH3:16]. (4) Given the reactants [O:1]1[C:6]2[CH:7]=[CH:8][C:9]([CH2:11][N:12]([CH:20]3[CH2:25][CH2:24][N:23]([CH2:26][CH2:27][N:28]4[C:37]5[C:32](=[CH:33][N:34]=[CH:35][CH:36]=5)[CH:31]=[CH:30][C:29]4=[O:38])[CH2:22][CH2:21]3)C(=O)OC(C)(C)C)=[CH:10][C:5]=2[O:4][CH2:3][CH2:2]1.[ClH:39].C(OCC)(=O)C, predict the reaction product. The product is: [ClH:39].[O:1]1[C:6]2[CH:7]=[CH:8][C:9]([CH2:11][NH:12][CH:20]3[CH2:25][CH2:24][N:23]([CH2:26][CH2:27][N:28]4[C:37]5[C:32](=[CH:33][N:34]=[CH:35][CH:36]=5)[CH:31]=[CH:30][C:29]4=[O:38])[CH2:22][CH2:21]3)=[CH:10][C:5]=2[O:4][CH2:3][CH2:2]1. (5) Given the reactants [C:1]([C:3]1[CH:4]=[CH:5][C:6]([NH:9][C:10]([N:12]2[C:21]3[C:16](=[CH:17][C:18]([CH:27]([F:29])[F:28])=[C:19]([CH:22](OC)[O:23]C)[N:20]=3)[CH2:15][CH2:14][CH2:13]2)=[O:11])=[N:7][CH:8]=1)#[N:2].Cl.C([O-])(O)=O.[Na+], predict the reaction product. The product is: [C:1]([C:3]1[CH:4]=[CH:5][C:6]([NH:9][C:10]([N:12]2[C:21]3[C:16](=[CH:17][C:18]([CH:27]([F:28])[F:29])=[C:19]([CH:22]=[O:23])[N:20]=3)[CH2:15][CH2:14][CH2:13]2)=[O:11])=[N:7][CH:8]=1)#[N:2].